Task: Predict the reaction yield, written as a fraction of the theoretical maximum amount of product (1.0 means a 100% yield; for example, 0.34 means a 34% yield).. Dataset: Reaction yield outcomes from USPTO patents with 853,638 reactions (1) The catalyst is C(O)(=O)C. The product is [C:1]([O:4][CH2:5][CH:6]([O:14][C:12](=[O:13])[CH3:11])[CH3:7])(=[O:3])[CH3:2]. The reactants are [C:1]([O:4][CH2:5][CH:6]=[CH2:7])(=[O:3])[CH3:2].CC([CH2:11][C:12]([OH:14])=[O:13])=O. The yield is 0.0100. (2) The reactants are [C:1]1([S:11]([NH2:14])(=[O:13])=[O:12])[C:2]([S:7]([NH2:10])(=[O:9])=[O:8])=[CH:3][CH:4]=[CH:5][CH:6]=1.[Br:15][C:16]1[CH:17]=[CH:18][C:19]([C:22](O)=[O:23])=[N:20][CH:21]=1.C(Cl)CCl. The catalyst is CN(C1C=CN=CC=1)C.CN(C=O)C.O. The product is [Br:15][C:16]1[CH:17]=[CH:18][C:19]([C:22]([NH:10][S:7]([C:2]2[CH:3]=[CH:4][CH:5]=[CH:6][C:1]=2[S:11](=[O:13])(=[O:12])[NH2:14])(=[O:9])=[O:8])=[O:23])=[N:20][CH:21]=1. The yield is 0.790. (3) The reactants are [H-].[Na+].[N+:3]([C:6]1[CH:7]=[C:8]2[C:12](=[CH:13][CH:14]=1)[NH:11][N:10]=[CH:9]2)([O-:5])=[O:4].[CH3:15]I. The catalyst is CN(C)C=O. The product is [CH3:15][N:11]1[C:12]2[C:8](=[CH:7][C:6]([N+:3]([O-:5])=[O:4])=[CH:14][CH:13]=2)[CH:9]=[N:10]1. The yield is 0.830. (4) The reactants are [ClH:1].[NH2:2][C:3]1[CH:8]=[CH:7][C:6]([OH:9])=[C:5](Cl)[CH:4]=1.[H-].[Na+].Cl[C:14]1[CH:19]=[CH:18][N:17]=[C:16]([C:20]([NH2:22])=[O:21])[CH:15]=1. The catalyst is CS(C)=O.O. The product is [NH2:2][C:3]1[CH:8]=[CH:7][C:6]([O:9][C:14]2[CH:19]=[CH:18][N:17]=[C:16]([C:20]([NH2:22])=[O:21])[CH:15]=2)=[CH:5][C:4]=1[Cl:1]. The yield is 0.290. (5) The reactants are [Cl:1][C:2]1[CH:3]=[C:4]([NH:9][C:10]2[C:19]3[C:14](=[CH:15][C:16]([O:27][CH3:28])=[C:17]([NH:20][C:21](=[O:26])[CH:22]=[CH:23][CH2:24]Cl)[CH:18]=3)[N:13]=[CH:12][N:11]=2)[CH:5]=[CH:6][C:7]=1[F:8].[NH:29]1[CH2:35][CH2:34][CH2:33][CH2:32][CH2:31][CH2:30]1. The yield is 0.330. The product is [Cl:1][C:2]1[CH:3]=[C:4]([NH:9][C:10]2[C:19]3[C:14](=[CH:15][C:16]([O:27][CH3:28])=[C:17]([NH:20][C:21](=[O:26])[CH:22]=[CH:23][CH2:24][N:29]4[CH2:35][CH2:34][CH2:33][CH2:32][CH2:31][CH2:30]4)[CH:18]=3)[N:13]=[CH:12][N:11]=2)[CH:5]=[CH:6][C:7]=1[F:8]. The catalyst is C1COCC1. (6) The reactants are C([O:5][C:6](=[O:29])[CH2:7][N:8]1[CH2:12][CH2:11][CH2:10][C@@H:9]1[CH2:13][O:14][C:15]1[CH:20]=[CH:19][C:18]([O:21][C:22]2[CH:27]=[CH:26][C:25]([Cl:28])=[CH:24][CH:23]=2)=[CH:17][CH:16]=1)(C)(C)C.Cl.O1CCOCC1. No catalyst specified. The product is [ClH:28].[Cl:28][C:25]1[CH:26]=[CH:27][C:22]([O:21][C:18]2[CH:19]=[CH:20][C:15]([O:14][CH2:13][C@H:9]3[CH2:10][CH2:11][CH2:12][N:8]3[CH2:7][C:6]([OH:29])=[O:5])=[CH:16][CH:17]=2)=[CH:23][CH:24]=1. The yield is 0.520.